From a dataset of Full USPTO retrosynthesis dataset with 1.9M reactions from patents (1976-2016). Predict the reactants needed to synthesize the given product. (1) The reactants are: [C:1](O)(=[O:5])[CH2:2][CH2:3][CH3:4].CN(C(ON1N=NC2C=CC=NC1=2)=[N+](C)C)C.F[P-](F)(F)(F)(F)F.CN1CCOCC1.[C:38]12(O)[CH2:46][CH:42]([C:43]1([CH3:45])[CH3:44])[CH2:41][CH2:40][C:39]2([OH:48])[CH3:47].C[Si]([N:54]([Si](C)(C)C)[C@H:55]([B:72]([OH:74])O)[CH2:56][C:57]1[CH:62]=[CH:61][CH:60]=[C:59]([C:63]([O:65][C:66]([CH3:69])([CH3:68])[CH3:67])=[O:64])[C:58]=1[O:70][CH3:71])(C)C. Given the product [C:66]([O:65][C:63](=[O:64])[C:59]1[CH:60]=[CH:61][CH:62]=[C:57]([CH2:56][CH:55]([NH:54][C:1](=[O:5])[CH2:2][CH2:3][CH3:4])[B:72]2[O:74][CH:40]3[C:39]([CH3:47])([CH:38]4[CH2:46][CH:42]([CH2:41]3)[C:43]4([CH3:45])[CH3:44])[O:48]2)[C:58]=1[O:70][CH3:71])([CH3:67])([CH3:68])[CH3:69], predict the reactants needed to synthesize it. (2) Given the product [F:28][C:27]([F:29])([F:30])[C:25]1[CH:26]=[C:21]([CH:6]([C:11]2[CH:16]=[CH:15][C:14]([N+:17]([O-:19])=[O:18])=[C:13]([CH3:20])[CH:12]=2)[C:7]([F:8])([F:9])[F:10])[CH:22]=[C:23]([C:31]([F:32])([F:33])[F:34])[CH:24]=1, predict the reactants needed to synthesize it. The reactants are: CS(O[C:6]([C:21]1[CH:26]=[C:25]([C:27]([F:30])([F:29])[F:28])[CH:24]=[C:23]([C:31]([F:34])([F:33])[F:32])[CH:22]=1)([C:11]1[CH:16]=[CH:15][C:14]([N+:17]([O-:19])=[O:18])=[C:13]([CH3:20])[CH:12]=1)[C:7]([F:10])([F:9])[F:8])(=O)=O.[H-].[Al+3].[Li+].[H-].[H-].[H-]. (3) Given the product [NH2:26][CH2:25][CH2:24][CH2:23][C:22]([N:18]1[CH2:19][CH2:20][CH2:21][CH:17]1[CH2:16][NH:15][C:13](=[O:14])[C:12]1[CH:35]=[CH:36][C:9]([C:4]2[CH:5]=[CH:6][CH:7]=[CH:8][C:3]=2[C:1]#[N:2])=[N:10][C:11]=1[NH:37][CH2:38][CH2:39][C:40]1[CH:45]=[CH:44][CH:43]=[C:42]([F:46])[CH:41]=1)=[O:34], predict the reactants needed to synthesize it. The reactants are: [C:1]([C:3]1[CH:8]=[CH:7][CH:6]=[CH:5][C:4]=1[C:9]1[CH:36]=[CH:35][C:12]([C:13]([NH:15][CH2:16][CH:17]2[CH2:21][CH2:20][CH2:19][N:18]2[C:22](=[O:34])[CH2:23][CH2:24][CH2:25][NH:26]C(=O)OC(C)(C)C)=[O:14])=[C:11]([NH:37][CH2:38][CH2:39][C:40]2[CH:45]=[CH:44][CH:43]=[C:42]([F:46])[CH:41]=2)[N:10]=1)#[N:2].Cl. (4) The reactants are: FC(F)(F)C(O)=O.[CH3:8][N:9]([CH3:36])[C:10]1[CH:15]=[CH:14][CH:13]=[CH:12][C:11]=1[NH:16][C:17]1[CH:29]=[C:28]([C:30]2[CH:35]=[CH:34][CH:33]=[CH:32][CH:31]=2)[CH:27]=[CH:26][C:18]=1[C:19]([O:21]C(C)(C)C)=[O:20]. Given the product [CH3:8][N:9]([CH3:36])[C:10]1[CH:15]=[CH:14][CH:13]=[CH:12][C:11]=1[NH:16][C:17]1[CH:29]=[C:28]([C:30]2[CH:35]=[CH:34][CH:33]=[CH:32][CH:31]=2)[CH:27]=[CH:26][C:18]=1[C:19]([OH:21])=[O:20], predict the reactants needed to synthesize it. (5) The reactants are: [CH2:1]1[C:9]2[CH:8]=[CH:7][CH:6]=[C:5]([OH:10])[C:4]=2[CH2:3][CH2:2]1.C(NC(C)C)(C)C.S(Cl)([Cl:21])(=O)=O.O. Given the product [Cl:21][C:6]1[CH:7]=[CH:8][C:9]2[CH2:1][CH2:2][CH2:3][C:4]=2[C:5]=1[OH:10], predict the reactants needed to synthesize it.